Predict the product of the given reaction. From a dataset of Forward reaction prediction with 1.9M reactions from USPTO patents (1976-2016). (1) Given the reactants C(OC([N:8]1[CH2:13][CH2:12][N:11]([C:14]2[C:19]([Cl:20])=[CH:18][C:17]([CH2:21][OH:22])=[CH:16][N:15]=2)[CH2:10][CH2:9]1)=O)(C)(C)C.FC(F)(F)C(O)=O.C(=O)([O-])O.[Na+], predict the reaction product. The product is: [Cl:20][C:19]1[CH:18]=[C:17]([CH2:21][OH:22])[CH:16]=[N:15][C:14]=1[N:11]1[CH2:12][CH2:13][NH:8][CH2:9][CH2:10]1. (2) Given the reactants Br[C:2]1[CH:10]=[CH:9][CH:8]=[C:7]2[C:3]=1[C:4]1([CH2:21][O:20][C:19]3[CH:22]=[C:23]4[C:27](=[CH:28][C:18]1=3)[CH2:26][CH2:25][O:24]4)[CH2:5][N:6]2[CH2:11][C:12]1[CH:17]=[CH:16][CH:15]=[CH:14][N:13]=1.BrC1C=CC=C2C=1C1(C3=CC4OCOC=4C=C3OC1)C(=O)N2CCCCC.[N:56]1[CH:61]=[C:60](B(O)O)[CH:59]=[N:58][CH:57]=1.CN(C)C1N=CC(B(O)O)=CC=1, predict the reaction product. The product is: [N:13]1[CH:14]=[CH:15][CH:16]=[CH:17][C:12]=1[CH2:11][N:6]1[C:7]2[C:3](=[C:2]([C:60]3[CH:61]=[N:56][CH:57]=[N:58][CH:59]=3)[CH:10]=[CH:9][CH:8]=2)[C:4]2([CH2:21][O:20][C:19]3[CH:22]=[C:23]4[C:27](=[CH:28][C:18]2=3)[CH2:26][CH2:25][O:24]4)[CH2:5]1.